Dataset: Full USPTO retrosynthesis dataset with 1.9M reactions from patents (1976-2016). Task: Predict the reactants needed to synthesize the given product. (1) Given the product [CH3:19][O:17][C:14]([C:10]1([NH2:18])[CH2:11][CH2:12][N:7]([C:4]2[CH:5]=[CH:6][N:1]=[CH:2][CH:3]=2)[CH2:8][CH2:9]1)=[O:16], predict the reactants needed to synthesize it. The reactants are: [N:1]1[CH:6]=[CH:5][C:4]([N:7]2[CH2:12][CH2:11][C:10](=O)[CH2:9][CH2:8]2)=[CH:3][CH:2]=1.[C:14]([O-:17])(=[O:16])C.[NH4+:18].[C-:19]#N.[Na+].N.Cl. (2) Given the product [Cl:25][C:22]1[CH:23]=[CH:24][C:19]([N:17]([CH3:18])[C:14]2[CH:15]=[CH:16][C:11]([C:10]([C:8]3[CH:7]=[CH:6][C:5]([O:90][CH2:89][C:88]4[CH:91]=[CH:92][C:85]([O:84][CH3:83])=[CH:86][CH:87]=4)=[C:4]([CH:9]=3)[C:3]([OH:2])=[O:28])=[O:26])=[N:12][CH:13]=2)=[CH:20][CH:21]=1, predict the reactants needed to synthesize it. The reactants are: C[O:2][C:3](=[O:28])[C:4]1[CH:9]=[C:8]([C:10](=[O:26])[C:11]2[CH:16]=[CH:15][C:14]([N:17]([C:19]3[CH:24]=[CH:23][C:22]([Cl:25])=[CH:21][CH:20]=3)[CH3:18])=[CH:13][N:12]=2)[CH:7]=[CH:6][C:5]=1Br.C1C=CC(P(C2C(C3C(P(C4C=CC=CC=4)C4C=CC=CC=4)=CC=C4C=3C=CC=C4)=C3C(C=CC=C3)=CC=2)C2C=CC=CC=2)=CC=1.[O-]P([O-])([O-])=O.[K+].[K+].[K+].[CH3:83][O:84][C:85]1[CH:92]=[CH:91][C:88]([CH2:89][OH:90])=[CH:87][CH:86]=1. (3) Given the product [C:1]([O:5][C:6](=[O:29])[CH2:7][CH2:8][CH2:9][O:44][C:39]1[CH:40]=[CH:41][CH:42]=[CH:43][C:38]=1[N:36]([C:34](=[O:35])[C:33]1[CH:45]=[CH:46][C:47]([Cl:48])=[C:31]([Br:30])[CH:32]=1)[CH3:37])([CH3:4])([CH3:3])[CH3:2], predict the reactants needed to synthesize it. The reactants are: [C:1]([O:5][C:6](=[O:29])[CH2:7][CH2:8][CH2:9]OC1C=CC=CC=1NCC(=O)C1C=CC(Cl)=C(Br)C=1)([CH3:4])([CH3:3])[CH3:2].[Br:30][C:31]1[CH:32]=[C:33]([CH:45]=[CH:46][C:47]=1[Cl:48])[C:34]([N:36]([C:38]1[CH:43]=[CH:42][CH:41]=[CH:40][C:39]=1[OH:44])[CH3:37])=[O:35]. (4) Given the product [CH3:18][CH:19]1[CH2:28][CH2:27][C:26]2[C:21](=[CH:22][CH:23]=[CH:24][CH:25]=2)[N:20]1[CH2:2][C:3]1[CH:12]=[CH:11][C:6]([C:7]([O:9][CH3:10])=[O:8])=[CH:5][C:4]=1[O:13][S:14]([CH3:17])(=[O:16])=[O:15], predict the reactants needed to synthesize it. The reactants are: Br[CH2:2][C:3]1[CH:12]=[CH:11][C:6]([C:7]([O:9][CH3:10])=[O:8])=[CH:5][C:4]=1[O:13][S:14]([CH3:17])(=[O:16])=[O:15].[CH3:18][CH:19]1[CH2:28][CH2:27][C:26]2[C:21](=[CH:22][CH:23]=[CH:24][CH:25]=2)[NH:20]1.C(=O)([O-])[O-].[K+].[K+].CN(C)C=O. (5) Given the product [CH3:15][C:16]1[CH:23]=[CH:22][C:19]([CH2:20][S:11]([C:9]2[S:10][C:6]3[CH:5]=[CH:4][N:3]=[C:2]([N:34]4[CH2:33][CH2:32][N:31]([C:29]([O:28][C:24]([CH3:27])([CH3:26])[CH3:25])=[O:30])[CH2:36][CH2:35]4)[C:7]=3[CH:8]=2)(=[O:13])=[O:12])=[CH:18][CH:17]=1, predict the reactants needed to synthesize it. The reactants are: Cl[C:2]1[C:7]2[CH:8]=[C:9]([S:11]([O-:13])=[O:12])[S:10][C:6]=2[CH:5]=[CH:4][N:3]=1.[Li+].[CH3:15][C:16]1[CH:23]=[CH:22][C:19]([CH2:20]Br)=[CH:18][CH:17]=1.[C:24]([O:28][C:29]([N:31]1[CH2:36][CH2:35][NH:34][CH2:33][CH2:32]1)=[O:30])([CH3:27])([CH3:26])[CH3:25]. (6) Given the product [CH:1]1([N:5]2[CH2:6][CH2:7][N:8]([C:11]([C:13]3[CH:14]=[C:15]4[C:19](=[CH:20][CH:21]=3)[N:18]([CH:35]([CH3:37])[CH3:36])[C:17]([C:22]([N:24]3[CH2:29][CH2:28][S:27](=[O:30])(=[O:31])[CH2:26][CH2:25]3)=[O:23])=[CH:16]4)=[O:12])[CH2:9][CH2:10]2)[CH2:2][CH2:3][CH2:4]1, predict the reactants needed to synthesize it. The reactants are: [CH:1]1([N:5]2[CH2:10][CH2:9][N:8]([C:11]([C:13]3[CH:14]=[C:15]4[C:19](=[CH:20][CH:21]=3)[NH:18][C:17]([C:22]([N:24]3[CH2:29][CH2:28][S:27](=[O:31])(=[O:30])[CH2:26][CH2:25]3)=[O:23])=[CH:16]4)=[O:12])[CH2:7][CH2:6]2)[CH2:4][CH2:3][CH2:2]1.[H-].[Na+].Br[CH:35]([CH3:37])[CH3:36]. (7) Given the product [CH:1]1([CH:7]([C:19]2[CH:23]=[C:22]([C:24]3[CH:25]=[CH:26][C:27]([C:30]([F:31])([F:32])[F:33])=[CH:28][CH:29]=3)[O:21][C:20]=2[CH2:34][O:35][CH3:36])[O:8][C:9]2[CH:10]=[CH:11][C:12]([C:13]([OH:15])=[O:14])=[CH:17][CH:18]=2)[CH2:6][CH2:5][CH2:4][CH2:3][CH2:2]1, predict the reactants needed to synthesize it. The reactants are: [CH:1]1([CH:7]([C:19]2[CH:23]=[C:22]([C:24]3[CH:29]=[CH:28][C:27]([C:30]([F:33])([F:32])[F:31])=[CH:26][CH:25]=3)[O:21][C:20]=2[CH2:34][O:35][CH3:36])[O:8][C:9]2[CH:18]=[CH:17][C:12]([C:13]([O:15]C)=[O:14])=[CH:11][CH:10]=2)[CH2:6][CH2:5][CH2:4][CH2:3][CH2:2]1.[OH-].[Li+].O.Cl.